Dataset: Forward reaction prediction with 1.9M reactions from USPTO patents (1976-2016). Task: Predict the product of the given reaction. Given the reactants [Cl:1][C:2]1[CH:10]=[CH:9][C:5]([C:6](O)=[O:7])=[CH:4][N:3]=1.O=S(Cl)[Cl:13], predict the reaction product. The product is: [ClH:1].[Cl:1][C:2]1[CH:10]=[CH:9][C:5]([C:6]([Cl:13])=[O:7])=[CH:4][N:3]=1.